The task is: Predict hERG channel inhibition at various concentrations.. This data is from hERG Central: cardiac toxicity at 1µM, 10µM, and general inhibition. (1) The drug is CCC1CCCCN1CCCNC(=O)c1ccc(N2CCOCC2)c(NS(=O)(=O)c2ccc(OC)cc2)c1. Results: hERG_inhib (hERG inhibition (general)): blocker. (2) The drug is CC(Oc1ccccc1)C(=O)N1CCC2(CC1)CC(=O)c1ccccc1O2. Results: hERG_inhib (hERG inhibition (general)): blocker. (3) The molecule is COS(=O)(=O)[O-].C[N+]1(C)CCC(=C(c2ccccc2)c2ccccc2)CC1. Results: hERG_inhib (hERG inhibition (general)): blocker.